This data is from Forward reaction prediction with 1.9M reactions from USPTO patents (1976-2016). The task is: Predict the product of the given reaction. (1) Given the reactants [C:1]([OH:14])(=[O:13])/[CH:2]=[CH:3]/[C:4]1[CH:12]=[CH:11][C:9]([OH:10])=[C:6]([O:7][CH3:8])[CH:5]=1.[C:15](OC(=O)C)(=[O:17])[CH3:16].Cl.C(OCC)(=O)C, predict the reaction product. The product is: [C:15]([O:10][C:9]1[CH:11]=[CH:12][C:4](/[CH:3]=[CH:2]/[C:1]([OH:14])=[O:13])=[CH:5][C:6]=1[O:7][CH3:8])(=[O:17])[CH3:16]. (2) Given the reactants [F:1][C:2]1[CH:3]=[C:4]([N:9]2[CH2:13][C@H:12]([CH2:14][N:15]3[CH:19]=[CH:18][N:17]=[N:16]3)[O:11][C:10]2=[O:20])[CH:5]=[CH:6][C:7]=1I.[B:21]1([B:21]2[O:25][C:24]([CH3:27])([CH3:26])[C:23]([CH3:29])([CH3:28])[O:22]2)[O:25][C:24]([CH3:27])([CH3:26])[C:23]([CH3:29])([CH3:28])[O:22]1.C([O-])(=O)C.[K+].C(OCC)(=O)C, predict the reaction product. The product is: [F:1][C:2]1[CH:3]=[C:4]([N:9]2[CH2:13][CH:12]([CH2:14][N:15]3[CH:19]=[CH:18][N:17]=[N:16]3)[O:11][C:10]2=[O:20])[CH:5]=[CH:6][C:7]=1[B:21]1[O:25][C:24]([CH3:27])([CH3:26])[C:23]([CH3:29])([CH3:28])[O:22]1. (3) The product is: [C:36]([N:4]1[CH2:5][CH2:6][N:1]([C:7]2[CH:8]=[CH:9][C:10]([NH:13][C:14]([C:16]3[O:17][C:18]4[C:23]([C:24](=[O:26])[CH:25]=3)=[CH:22][C:21]([O:27][CH3:28])=[CH:20][C:19]=4[N:29]3[CH2:30][CH2:31][N:32]([CH3:35])[CH2:33][CH2:34]3)=[O:15])=[CH:11][CH:12]=2)[CH2:2][CH2:3]1)(=[O:39])[CH2:37][CH3:38]. Given the reactants [N:1]1([C:7]2[CH:12]=[CH:11][C:10]([NH:13][C:14]([C:16]3[O:17][C:18]4[C:23]([C:24](=[O:26])[CH:25]=3)=[CH:22][C:21]([O:27][CH3:28])=[CH:20][C:19]=4[N:29]3[CH2:34][CH2:33][N:32]([CH3:35])[CH2:31][CH2:30]3)=[O:15])=[CH:9][CH:8]=2)[CH2:6][CH2:5][NH:4][CH2:3][CH2:2]1.[C:36](Cl)(=[O:39])[CH2:37][CH3:38], predict the reaction product. (4) Given the reactants [NH2:1][C:2]1[CH:3]=[CH:4][C:5]([Cl:11])=[C:6]([CH:10]=1)[C:7]([OH:9])=[O:8].[C:12](Cl)(=[O:14])[CH3:13].C(N(CC)CC)C.O, predict the reaction product. The product is: [C:12]([NH:1][C:2]1[CH:3]=[CH:4][C:5]([Cl:11])=[C:6]([CH:10]=1)[C:7]([OH:9])=[O:8])(=[O:14])[CH3:13]. (5) Given the reactants [ClH:1].O1CCOCC1.[F:8][C:9]([F:27])([F:26])[CH2:10][O:11][CH2:12][CH:13]1[CH2:18][CH2:17][N:16](C(OC(C)(C)C)=O)[CH2:15][CH2:14]1, predict the reaction product. The product is: [ClH:1].[F:27][C:9]([F:8])([F:26])[CH2:10][O:11][CH2:12][CH:13]1[CH2:18][CH2:17][NH:16][CH2:15][CH2:14]1. (6) Given the reactants [CH3:1][O:2][C:3](=[O:22])[C:4]1[CH:9]=[CH:8][C:7]([CH:10]([N:14]2[CH:18]=[CH:17][C:16]([N+:19]([O-])=O)=[N:15]2)[CH2:11][CH2:12][CH3:13])=[CH:6][CH:5]=1.CO.NN, predict the reaction product. The product is: [CH3:1][O:2][C:3](=[O:22])[C:4]1[CH:5]=[CH:6][C:7]([CH:10]([N:14]2[CH:18]=[CH:17][C:16]([NH2:19])=[N:15]2)[CH2:11][CH2:12][CH3:13])=[CH:8][CH:9]=1. (7) Given the reactants [N:1]1([C:14]([O:16][C:17]([CH3:20])([CH3:19])[CH3:18])=[O:15])[CH2:6][CH2:5][N:4]([C:7](OC(Cl)(Cl)Cl)=[O:8])[CH2:3][CH2:2]1.O.[NH2:22][NH2:23].CCOC(C)=O, predict the reaction product. The product is: [NH:22]([C:7]([N:4]1[CH2:5][CH2:6][N:1]([C:14]([O:16][C:17]([CH3:20])([CH3:19])[CH3:18])=[O:15])[CH2:2][CH2:3]1)=[O:8])[NH2:23]. (8) The product is: [CH3:6][C@H:5]([NH:7][C:8](=[O:17])[O:9][CH2:10][C:11]1[CH:12]=[CH:13][CH:14]=[CH:15][CH:16]=1)[C:4]([C:30]1[N:31]=[CH:32][N:33]([CH3:35])[CH:34]=1)=[O:18]. Given the reactants CON(C)[C:4](=[O:18])[C@@H:5]([NH:7][C:8](=[O:17])[O:9][CH2:10][C:11]1[CH:16]=[CH:15][CH:14]=[CH:13][CH:12]=1)[CH3:6].C([Mg]Cl)(C)C.C([Mg]Br)C.I[C:30]1[N:31]=[CH:32][N:33]([CH3:35])[CH:34]=1.[NH4+].[Cl-], predict the reaction product. (9) Given the reactants [CH3:1][O:2][C:3]1[CH:4]=[C:5]([CH:14]=[CH:15][C:16]=1[N+:17]([O-])=O)[C:6]([NH:8][CH:9]1[CH2:12][N:11]([CH3:13])[CH2:10]1)=[O:7], predict the reaction product. The product is: [NH2:17][C:16]1[CH:15]=[CH:14][C:5]([C:6]([NH:8][CH:9]2[CH2:10][N:11]([CH3:13])[CH2:12]2)=[O:7])=[CH:4][C:3]=1[O:2][CH3:1]. (10) Given the reactants [Cl:1][C:2]1[CH:3]=[C:4]([CH:18]=[C:19]([Cl:21])[CH:20]=1)[CH2:5][NH:6][C:7]1[CH:12]=[C:11](F)[CH:10]=[CH:9][C:8]=1[S:14]([CH3:17])(=[O:16])=[O:15].[N:22]1([C:28]([O:30][C:31]([CH3:34])([CH3:33])[CH3:32])=[O:29])[CH2:27][CH2:26][NH:25][CH2:24][CH2:23]1.C(N(CC)C(C)C)(C)C, predict the reaction product. The product is: [Cl:1][C:2]1[CH:3]=[C:4]([CH:18]=[C:19]([Cl:21])[CH:20]=1)[CH2:5][NH:6][C:7]1[CH:12]=[C:11]([N:25]2[CH2:24][CH2:23][N:22]([C:28]([O:30][C:31]([CH3:34])([CH3:33])[CH3:32])=[O:29])[CH2:27][CH2:26]2)[CH:10]=[CH:9][C:8]=1[S:14]([CH3:17])(=[O:16])=[O:15].